Dataset: Full USPTO retrosynthesis dataset with 1.9M reactions from patents (1976-2016). Task: Predict the reactants needed to synthesize the given product. Given the product [NH2:14][C:15]1[C:16]2[CH:28]=[C:27]([CH:29]=[O:30])[S:26][C:17]=2[N:18]=[C:19]([C:21]2[O:22][C:23]([Cl:8])=[CH:24][CH:25]=2)[N:20]=1, predict the reactants needed to synthesize it. The reactants are: C1C(=O)N([Cl:8])C(=O)C1.C1COCC1.[NH2:14][C:15]1[C:16]2[CH:28]=[C:27]([CH:29]=[O:30])[S:26][C:17]=2[N:18]=[C:19]([C:21]2[O:22][CH:23]=[CH:24][CH:25]=2)[N:20]=1.